Dataset: Reaction yield outcomes from USPTO patents with 853,638 reactions. Task: Predict the reaction yield, written as a fraction of the theoretical maximum amount of product (1.0 means a 100% yield; for example, 0.34 means a 34% yield). (1) The reactants are [CH2:1]([O:8][C:9]([NH:11][C@H:12]([C:14]([NH2:16])=O)[CH3:13])=[O:10])[C:2]1[CH:7]=[CH:6][CH:5]=[CH:4][CH:3]=1.COC1C=CC(P2(SP(C3C=CC(OC)=CC=3)(=S)S2)=[S:26])=CC=1. The catalyst is C1COCC1. The product is [CH2:1]([O:8][C:9]([NH:11][C@H:12]([C:14](=[S:26])[NH2:16])[CH3:13])=[O:10])[C:2]1[CH:7]=[CH:6][CH:5]=[CH:4][CH:3]=1. The yield is 0.870. (2) The reactants are C([N:8]1[CH2:12][CH:11]([C:13]2[CH:18]=[CH:17][C:16]([Cl:19])=[C:15]([Cl:20])[CH:14]=2)[CH:10]([CH:21]([O:23][C:24]2[CH:29]=[CH:28][C:27]([Cl:30])=[CH:26][N:25]=2)[CH3:22])[CH2:9]1)C1C=CC=CC=1.ClC(OCC(Cl)(Cl)Cl)=O. The catalyst is CC#N. The product is [Cl:30][C:27]1[CH:28]=[CH:29][C:24]([O:23][CH:21]([CH:10]2[CH:11]([C:13]3[CH:18]=[CH:17][C:16]([Cl:19])=[C:15]([Cl:20])[CH:14]=3)[CH2:12][NH:8][CH2:9]2)[CH3:22])=[N:25][CH:26]=1. The yield is 0.540. (3) The reactants are [CH2:1]([O:8][C:9](=[O:22])[NH:10][CH2:11][CH2:12][CH2:13][CH2:14][C:15]1[CH:20]=[CH:19][C:18]([OH:21])=[CH:17][CH:16]=1)[C:2]1[CH:7]=[CH:6][CH:5]=[CH:4][CH:3]=1.Br[CH2:24][CH2:25][CH2:26][C:27]#[N:28].C(=O)([O-])[O-].[K+].[K+]. The catalyst is CN(C=O)C. The product is [CH2:1]([O:8][C:9](=[O:22])[NH:10][CH2:11][CH2:12][CH2:13][CH2:14][C:15]1[CH:20]=[CH:19][C:18]([O:21][CH2:24][CH2:25][CH2:26][C:27]#[N:28])=[CH:17][CH:16]=1)[C:2]1[CH:7]=[CH:6][CH:5]=[CH:4][CH:3]=1. The yield is 0.750. (4) The reactants are C([O:3][C:4](=[O:26])[CH:5]([C:12]1[CH:17]=[CH:16][C:15]([S:18]([CH3:21])(=[O:20])=[O:19])=[C:14]([C:22]([F:25])([F:24])[F:23])[CH:13]=1)[CH2:6][CH:7]1[CH2:11][CH2:10][CH2:9][CH2:8]1)C.[OH-].[Li+]. The catalyst is O1CCCC1.O. The product is [CH:7]1([CH2:6][CH:5]([C:12]2[CH:17]=[CH:16][C:15]([S:18]([CH3:21])(=[O:20])=[O:19])=[C:14]([C:22]([F:25])([F:23])[F:24])[CH:13]=2)[C:4]([OH:26])=[O:3])[CH2:11][CH2:10][CH2:9][CH2:8]1. The yield is 0.650.